From a dataset of Forward reaction prediction with 1.9M reactions from USPTO patents (1976-2016). Predict the product of the given reaction. (1) Given the reactants [Cl:1][C:2]1[CH:3]=[CH:4][C:5]([O:11][CH3:12])=[C:6]([B:8]([OH:10])[OH:9])[CH:7]=1.O[C:14]([C:17](O)([CH3:19])[CH3:18])([CH3:16])[CH3:15], predict the reaction product. The product is: [Cl:1][C:2]1[CH:3]=[CH:4][C:5]([O:11][CH3:12])=[C:6]([B:8]2[O:9][C:17]([CH3:19])([CH3:18])[C:14]([CH3:16])([CH3:15])[O:10]2)[CH:7]=1. (2) The product is: [C:1]1([CH:7]([C:21]2[CH:22]=[CH:23][CH:24]=[CH:25][CH:26]=2)[C:8]([NH:10][C:11]2[C:12]([OH:20])=[N:13][C:14]([C:17]([NH:27][CH2:28][C:29]([O:31][CH3:32])=[O:30])=[O:18])=[N:15][CH:16]=2)=[O:9])[CH:2]=[CH:3][CH:4]=[CH:5][CH:6]=1. Given the reactants [C:1]1([CH:7]([C:21]2[CH:26]=[CH:25][CH:24]=[CH:23][CH:22]=2)[C:8]([NH:10][C:11]2[C:12]([OH:20])=[N:13][C:14]([C:17](O)=[O:18])=[N:15][CH:16]=2)=[O:9])[CH:6]=[CH:5][CH:4]=[CH:3][CH:2]=1.[NH2:27][CH2:28][C:29]([O:31][CH3:32])=[O:30].CCN(C(C)C)C(C)C.CN(C(ON1N=NC2C=CC=CC1=2)=[N+](C)C)C.[B-](F)(F)(F)F, predict the reaction product. (3) Given the reactants [N+:1]1([O-])[C:10]2[C:5](=[CH:6][CH:7]=[CH:8][CH:9]=2)[CH:4]=[CH:3][CH:2]=1.[CH3:12][O:13][C:14]1[CH:22]=[C:21]2[C:17]([CH2:18][C:19](=[O:23])[NH:20]2)=[CH:16][CH:15]=1, predict the reaction product. The product is: [CH3:12][O:13][C:14]1[CH:22]=[C:21]2[C:17]([C:18](=[C:2]3[CH:3]=[CH:4][C:5]4[C:10](=[CH:9][CH:8]=[CH:7][CH:6]=4)[NH:1]3)[C:19](=[O:23])[NH:20]2)=[CH:16][CH:15]=1.